This data is from Forward reaction prediction with 1.9M reactions from USPTO patents (1976-2016). The task is: Predict the product of the given reaction. The product is: [F:2][C:3]1[CH:17]=[CH:16][C:6]2[C:7]([CH:10]3[CH2:11][CH2:12][N:13]([CH2:19][CH2:20][C:21]4[C:26](=[O:27])[N:25]5[CH2:28][CH2:29][CH2:30][CH2:31][C:24]5=[N:23][C:22]=4[CH3:32])[CH2:14][CH2:15]3)=[N:8][O:9][C:5]=2[CH:4]=1. Given the reactants Cl.[F:2][C:3]1[CH:17]=[CH:16][C:6]2[C:7]([CH:10]3[CH2:15][CH2:14][NH:13][CH2:12][CH2:11]3)=[N:8][O:9][C:5]=2[CH:4]=1.Cl[CH2:19][CH2:20][C:21]1[C:26](=[O:27])[N:25]2[CH2:28][CH2:29][CH2:30][CH2:31][C:24]2=[N:23][C:22]=1[CH3:32].C(=O)([O-])[O-].C(=O)([O-])[O-].[Na+].[Na+].C(=O)([O-])[O-].[K+].[K+], predict the reaction product.